This data is from Full USPTO retrosynthesis dataset with 1.9M reactions from patents (1976-2016). The task is: Predict the reactants needed to synthesize the given product. (1) Given the product [Br:11][C:12]1[CH:17]=[CH:16][CH:15]=[C:14]([C:19]2([S:20]([CH3:23])(=[O:22])=[O:21])[CH2:25][CH2:24]2)[N:13]=1, predict the reactants needed to synthesize it. The reactants are: C[Si]([N-][Si](C)(C)C)(C)C.[Na+].[Br:11][C:12]1[CH:17]=[CH:16][CH:15]=[C:14](F)[N:13]=1.[CH3:19][S:20]([CH3:23])(=[O:22])=[O:21].[CH2:24]1COC[CH2:25]1. (2) Given the product [Br:32][CH2:2][CH2:3][CH2:4][CH2:5][CH2:6][CH2:7][N:8]1[C:15](=[O:16])[NH:14][C:12](=[O:13])[NH:11][C:9]1=[O:10], predict the reactants needed to synthesize it. The reactants are: S[CH2:2][CH2:3][CH2:4][CH2:5][CH2:6][CH2:7][N:8]1[C:15](=[O:16])[NH:14][C:12](=[O:13])[NH:11][C:9]1=[O:10].N1C(=O)NC(=O)NC1=O.C([O-])([O-])=O.[K+].[K+].[Br:32]C(Br)CCCCC. (3) Given the product [Br:8][C:3]1[C:4]([CH3:7])=[N:5][O:6][C:2]=1[NH:1][S:15]([C:10]1[C:9]([CH3:19])=[CH:14][CH:13]=[CH:12][CH:11]=1)(=[O:17])=[O:16], predict the reactants needed to synthesize it. The reactants are: [NH2:1][C:2]1[O:6][N:5]=[C:4]([CH3:7])[C:3]=1[Br:8].[C:9]1([CH3:19])[C:10]([S:15](Cl)(=[O:17])=[O:16])=[CH:11][CH:12]=[CH:13][CH:14]=1. (4) Given the product [CH:19]([C:9]1[N:8]=[C:2]([C:3]([O:5][CH2:6][CH3:7])=[O:4])[N:11]2[CH:12]=[CH:13][CH:14]=[CH:15][C:10]=12)=[O:20], predict the reactants needed to synthesize it. The reactants are: O=[C:2]([NH:8][CH2:9][C:10]1[CH:15]=[CH:14][CH:13]=[CH:12][N:11]=1)[C:3]([O:5][CH2:6][CH3:7])=[O:4].CN([CH:19]=[O:20])C.